Dataset: Full USPTO retrosynthesis dataset with 1.9M reactions from patents (1976-2016). Task: Predict the reactants needed to synthesize the given product. (1) Given the product [CH3:11][C:6]1[NH:7][C:8]2[C:4]([CH:5]=1)=[CH:3][C:2]([B:12]1[O:16][C:15]([CH3:18])([CH3:17])[C:14]([CH3:20])([CH3:19])[O:13]1)=[CH:10][CH:9]=2, predict the reactants needed to synthesize it. The reactants are: Br[C:2]1[CH:3]=[C:4]2[C:8](=[CH:9][CH:10]=1)[NH:7][C:6]([CH3:11])=[CH:5]2.[B:12]1([B:12]2[O:16][C:15]([CH3:18])([CH3:17])[C:14]([CH3:20])([CH3:19])[O:13]2)[O:16][C:15]([CH3:18])([CH3:17])[C:14]([CH3:20])([CH3:19])[O:13]1. (2) Given the product [C:1]1([S:7][CH:8]([CH2:13][C:14]2[CH:19]=[CH:18][C:17]([O:20][CH2:21][CH2:22][NH:23][C:24](=[O:37])[C:25]3[CH:26]=[CH:27][C:28]([C:31]4[CH:36]=[CH:35][CH:34]=[CH:33][N:32]=4)=[CH:29][CH:30]=3)=[CH:16][CH:15]=2)[C:9]([OH:11])=[O:10])[CH:6]=[CH:5][CH:4]=[CH:3][CH:2]=1, predict the reactants needed to synthesize it. The reactants are: [C:1]1([S:7][CH:8]([CH2:13][C:14]2[CH:19]=[CH:18][C:17]([O:20][CH2:21][CH2:22][NH:23][C:24](=[O:37])[C:25]3[CH:30]=[CH:29][C:28]([C:31]4[CH:36]=[CH:35][CH:34]=[CH:33][N:32]=4)=[CH:27][CH:26]=3)=[CH:16][CH:15]=2)[C:9]([O:11]C)=[O:10])[CH:6]=[CH:5][CH:4]=[CH:3][CH:2]=1.[OH-].[Na+]. (3) Given the product [CH3:1][C:2]1[C:14]([CH3:15])=[CH:13][CH:12]=[CH:11][C:3]=1[CH2:4][C:5]1[CH:9]=[N:8][N:7]2[C:19]([OH:20])=[CH:18][C:17]([C:24]3[CH:29]=[CH:28][N:27]=[CH:26][CH:25]=3)=[N:10][C:6]=12, predict the reactants needed to synthesize it. The reactants are: [CH3:1][C:2]1[C:14]([CH3:15])=[CH:13][CH:12]=[CH:11][C:3]=1[CH2:4][C:5]1[C:6]([NH2:10])=[N:7][NH:8][CH:9]=1.O=[C:17]([C:24]1[CH:29]=[CH:28][N:27]=[CH:26][CH:25]=1)[CH2:18][C:19](OCC)=[O:20]. (4) Given the product [ClH:36].[CH:1]1([N:4]2[C:13]3[C:8](=[CH:9][C:10]([F:24])=[C:11]([N:16]4[CH2:17][CH:18]([CH3:23])[N:19]([CH2:39][C:40]([OH:38])([CH3:42])[CH3:41])[CH:20]([CH3:22])[CH2:21]4)[C:12]=3[O:14][CH3:15])[C:7](=[O:25])[C:6]([C:26]([NH:28][CH2:29][C:30]3[CH:35]=[CH:34][C:33]([Cl:36])=[CH:32][C:31]=3[Cl:37])=[O:27])=[CH:5]2)[CH2:3][CH2:2]1, predict the reactants needed to synthesize it. The reactants are: [CH:1]1([N:4]2[C:13]3[C:8](=[CH:9][C:10]([F:24])=[C:11]([N:16]4[CH2:21][CH:20]([CH3:22])[NH:19][CH:18]([CH3:23])[CH2:17]4)[C:12]=3[O:14][CH3:15])[C:7](=[O:25])[C:6]([C:26]([NH:28][CH2:29][C:30]3[CH:35]=[CH:34][C:33]([Cl:36])=[CH:32][C:31]=3[Cl:37])=[O:27])=[CH:5]2)[CH2:3][CH2:2]1.[O:38]1[C:40]([CH3:42])([CH3:41])[CH2:39]1. (5) Given the product [C:1](=[O:6])([O:7][CH2:8][CH2:9][CH2:10][CH3:11])[O:7][CH2:8][CH2:9][CH2:10][CH3:11], predict the reactants needed to synthesize it. The reactants are: [C:1]([O:7][CH2:8][CH2:9][CH2:10][CH3:11])(=[O:6])NC(N)=O. (6) Given the product [C:18]([S@:21](/[N:23]=[CH:1]/[C:3]1([NH:6][C:7](=[O:16])[O:8][CH2:9][C:10]2[CH:15]=[CH:14][CH:13]=[CH:12][CH:11]=2)[CH2:5][CH2:4]1)=[O:22])([CH3:20])([CH3:19])[CH3:17], predict the reactants needed to synthesize it. The reactants are: [CH:1]([C:3]1([NH:6][C:7](=[O:16])[O:8][CH2:9][C:10]2[CH:15]=[CH:14][CH:13]=[CH:12][CH:11]=2)[CH2:5][CH2:4]1)=O.[CH3:17][C:18]([S@:21]([NH2:23])=[O:22])([CH3:20])[CH3:19].